Task: Predict which catalyst facilitates the given reaction.. Dataset: Catalyst prediction with 721,799 reactions and 888 catalyst types from USPTO (1) Reactant: [CH3:1][CH:2]1[C:7](=[O:8])[NH:6][C:5]2[CH:9]=[C:10]([CH3:14])[CH:11]=[C:12]([CH3:13])[C:4]=2[O:3]1.C(=O)([O-])[O-].[K+].[K+].[C:21]([O:25][CH3:26])(=[O:24])[CH:22]=[CH2:23].C(O)(=O)CC(CC(O)=O)(C(O)=O)O. Product: [CH3:26][O:25][C:21](=[O:24])[CH2:22][CH2:23][N:6]1[C:5]2[CH:9]=[C:10]([CH3:14])[CH:11]=[C:12]([CH3:13])[C:4]=2[O:3][CH:2]([CH3:1])[C:7]1=[O:8]. The catalyst class is: 9. (2) Reactant: Cl[CH2:2][C:3]1[CH:15]=[CH:14][C:6]([CH2:7][N:8]2[CH:12]=[C:11]([CH3:13])[CH:10]=[N:9]2)=[CH:5][CH:4]=1.[C:16]([O:20][C:21]([CH3:24])([CH3:23])[CH3:22])(=[O:19])[NH:17][NH2:18].C(N(CC)C(C)C)(C)C.[Cl-]. Product: [C:21]([O:20][C:16]([NH:17][NH:18][CH2:2][C:3]1[CH:15]=[CH:14][C:6]([CH2:7][N:8]2[CH:12]=[C:11]([CH3:13])[CH:10]=[N:9]2)=[CH:5][CH:4]=1)=[O:19])([CH3:24])([CH3:23])[CH3:22]. The catalyst class is: 14. (3) Reactant: [Br:1][C:2]1[NH:6][C:5]2[CH:7]=[C:8]([Br:15])[C:9]([Br:14])=[C:10]([N+:11]([O-:13])=[O:12])[C:4]=2[N:3]=1.[OH-].[Na+].I[CH2:19][CH3:20]. Product: [Br:1][C:2]1[N:6]([CH2:19][CH3:20])[C:5]2[CH:7]=[C:8]([Br:15])[C:9]([Br:14])=[C:10]([N+:11]([O-:13])=[O:12])[C:4]=2[N:3]=1. The catalyst class is: 10. (4) Reactant: [C:1]([O:5][CH2:6][CH2:7][OH:8])(=[O:4])[CH:2]=[CH2:3].C(N([CH2:14][CH3:15])CC)C.[C:16](Cl)(=[O:20])[C:17](Cl)=[O:18]. Product: [C:1]([O:5][CH2:6][CH2:7][O:8][C:16](=[O:20])[C:17]([O:8][CH2:7][CH2:6][O:5][C:1](=[O:4])[CH:14]=[CH2:15])=[O:18])(=[O:4])[CH:2]=[CH2:3]. The catalyst class is: 2.